Task: Predict the product of the given reaction.. Dataset: Forward reaction prediction with 1.9M reactions from USPTO patents (1976-2016) (1) The product is: [N:1]1[CH:6]=[CH:5][C:4]([C:7]2[CH:12]=[CH:11][C:10]([CH2:13][NH:14][C:21]([C:18]3[CH:19]=[CH:20][C:15]([C:24]4[CH:25]=[CH:26][CH:27]=[CH:28][CH:29]=4)=[CH:16][CH:17]=3)=[O:22])=[CH:9][CH:8]=2)=[CH:3][N:2]=1. Given the reactants [N:1]1[CH:6]=[CH:5][C:4]([C:7]2[CH:12]=[CH:11][C:10]([CH2:13][NH2:14])=[CH:9][CH:8]=2)=[CH:3][N:2]=1.[C:15]1([C:24]2[CH:29]=[CH:28][CH:27]=[CH:26][CH:25]=2)[CH:20]=[CH:19][C:18]([C:21](O)=[O:22])=[CH:17][CH:16]=1.F[P-](F)(F)(F)(F)F.N1(OC(N(C)C)=[N+](C)C)C2N=CC=CC=2N=N1.CCN(C(C)C)C(C)C, predict the reaction product. (2) Given the reactants [CH:1]1([CH:7]([OH:32])[CH:8]([C:25]2[CH:30]=[CH:29][CH:28]=[CH:27][C:26]=2[F:31])[CH2:9][CH2:10][N:11]2[CH2:16][CH2:15][N:14]([C:17]3[CH:22]=[CH:21][CH:20]=[CH:19][C:18]=3[O:23][CH3:24])[CH2:13][CH2:12]2)[CH2:6][CH2:5][CH2:4][CH2:3][CH2:2]1.[CH3:33][N:34]=[C:35]=[S:36].O, predict the reaction product. The product is: [CH:1]1([CH:7]([O:32][C:35]([NH:34][CH3:33])=[S:36])[CH:8]([C:25]2[CH:30]=[CH:29][CH:28]=[CH:27][C:26]=2[F:31])[CH2:9][CH2:10][N:11]2[CH2:16][CH2:15][N:14]([C:17]3[CH:22]=[CH:21][CH:20]=[CH:19][C:18]=3[O:23][CH3:24])[CH2:13][CH2:12]2)[CH2:6][CH2:5][CH2:4][CH2:3][CH2:2]1. (3) Given the reactants [Cl:1][C:2]1[CH:17]=[CH:16][C:5]([CH2:6][NH:7][C:8](=[O:15])[NH:9][O:10][CH2:11][C:12]([OH:14])=O)=[CH:4][CH:3]=1.[NH2:18][C@@H:19]([CH2:43][C:44]1[CH:49]=[CH:48][C:47]([O:50][C:51]([CH3:54])([CH3:53])[CH3:52])=[CH:46][CH:45]=1)[C:20]([N:22]([C@@H:34]([CH3:42])[CH:35]([O:39][CH2:40][CH3:41])[O:36][CH2:37][CH3:38])[CH2:23][C:24]1[C:33]2[C:28](=[CH:29][CH:30]=[CH:31][CH:32]=2)[CH:27]=[CH:26][CH:25]=1)=[O:21], predict the reaction product. The product is: [Cl:1][C:2]1[CH:3]=[CH:4][C:5]([CH2:6][NH:7][C:8]([NH:9][O:10][CH2:11][C:12]([NH:18][C@@H:19]([CH2:43][C:44]2[CH:49]=[CH:48][C:47]([O:50][C:51]([CH3:54])([CH3:53])[CH3:52])=[CH:46][CH:45]=2)[C:20]([N:22]([C@@H:34]([CH3:42])[CH:35]([O:39][CH2:40][CH3:41])[O:36][CH2:37][CH3:38])[CH2:23][C:24]2[C:33]3[C:28](=[CH:29][CH:30]=[CH:31][CH:32]=3)[CH:27]=[CH:26][CH:25]=2)=[O:21])=[O:14])=[O:15])=[CH:16][CH:17]=1. (4) The product is: [Cl:3][C:24]1[CH2:25][CH2:26][N:21]([S:18]([C:15]2[CH:16]=[CH:17][C:12]([CH3:11])=[CH:13][CH:14]=2)(=[O:20])=[O:19])[CH2:22][C:23]=1[CH:9]=[O:10]. Given the reactants O=P(Cl)(Cl)[Cl:3].CN([CH:9]=[O:10])C.[CH3:11][C:12]1[CH:17]=[CH:16][C:15]([S:18]([N:21]2[CH2:26][CH2:25][C:24](=O)[CH2:23][CH2:22]2)(=[O:20])=[O:19])=[CH:14][CH:13]=1, predict the reaction product. (5) Given the reactants [CH3:1][C:2]1[C:3]2[N:4]([CH:8]=[C:9]([C:11]3[CH:16]=[CH:15][C:14]([NH:17][S:18]([CH2:21][CH2:22][CH2:23]Cl)(=[O:20])=[O:19])=[CH:13][CH:12]=3)[N:10]=2)[CH:5]=[CH:6][CH:7]=1.[NH:25]1[CH2:30][CH2:29][CH2:28][CH2:27][CH2:26]1, predict the reaction product. The product is: [CH3:1][C:2]1[C:3]2[N:4]([CH:8]=[C:9]([C:11]3[CH:16]=[CH:15][C:14]([NH:17][S:18]([CH2:21][CH2:22][CH2:23][N:25]4[CH2:30][CH2:29][CH2:28][CH2:27][CH2:26]4)(=[O:20])=[O:19])=[CH:13][CH:12]=3)[N:10]=2)[CH:5]=[CH:6][CH:7]=1. (6) Given the reactants Cl[C:2]1[C:11]2[C:6](=[CH:7][N:8]=[CH:9][CH:10]=2)[CH:5]=[CH:4][N:3]=1.[NH:12]1[CH2:17][CH2:16][O:15][CH2:14][CH2:13]1, predict the reaction product. The product is: [N:12]1([C:2]2[C:11]3[C:6](=[CH:7][N:8]=[CH:9][CH:10]=3)[CH:5]=[CH:4][N:3]=2)[CH2:17][CH2:16][O:15][CH2:14][CH2:13]1. (7) Given the reactants [H-].[Al+3].[Li+].[H-].[H-].[H-].[N:7]1[CH:12]=[CH:11][C:10]([C:13]2[C:14]([C:26]3[CH:27]=[C:28]([CH:31]=[CH:32][CH:33]=3)[C:29]#[N:30])=[N:15][N:16]([CH2:18][O:19][CH2:20][CH2:21][Si:22]([CH3:25])([CH3:24])[CH3:23])[CH:17]=2)=[CH:9][CH:8]=1, predict the reaction product. The product is: [N:7]1[CH:8]=[CH:9][C:10]([C:13]2[C:14]([C:26]3[CH:27]=[C:28]([CH:31]=[CH:32][CH:33]=3)[CH2:29][NH2:30])=[N:15][N:16]([CH2:18][O:19][CH2:20][CH2:21][Si:22]([CH3:25])([CH3:23])[CH3:24])[CH:17]=2)=[CH:11][CH:12]=1. (8) The product is: [CH3:16][O:15][C:12]1[N:13]=[CH:14][C:9]([NH:7][NH:8][C:2]([NH2:3])=[O:1])=[CH:10][CH:11]=1. Given the reactants [O-:1][C:2]#[N:3].[K+].Cl.Cl.[NH:7]([C:9]1[CH:10]=[CH:11][C:12]([O:15][CH3:16])=[N:13][CH:14]=1)[NH2:8], predict the reaction product.